This data is from Forward reaction prediction with 1.9M reactions from USPTO patents (1976-2016). The task is: Predict the product of the given reaction. Given the reactants [CH3:1][O:2][C:3](=[O:37])[CH:4]([C:9]1[CH:10]=[C:11](C2C=C(C(F)(F)F)C=C(C(F)(F)F)C=2)[CH:12]=[C:13](OS(C(F)(F)F)(=O)=O)[CH:14]=1)[CH2:5][CH:6]([CH3:8])[CH3:7].[F:38][C:39]([F:54])([F:53])[C:40]1[CH:41]=[C:42](B(O)O)[CH:43]=[C:44]([C:46]([F:49])([F:48])[F:47])[CH:45]=1, predict the reaction product. The product is: [CH3:1][O:2][C:3](=[O:37])[CH:4]([C:9]1[CH:14]=[C:13]([C:43]2[CH:42]=[CH:41][C:40]([C:39]([F:54])([F:53])[F:38])=[CH:45][CH:44]=2)[CH:12]=[C:11]([C:42]2[CH:41]=[C:40]([C:39]([F:54])([F:53])[F:38])[CH:45]=[C:44]([C:46]([F:49])([F:48])[F:47])[CH:43]=2)[CH:10]=1)[CH2:5][CH:6]([CH3:8])[CH3:7].